From a dataset of Forward reaction prediction with 1.9M reactions from USPTO patents (1976-2016). Predict the product of the given reaction. (1) Given the reactants [CH2:1]([CH:8]([N:16]1[CH2:20][CH2:19][C@H:18]([NH2:21])[CH2:17]1)[CH2:9][C:10]1[CH:15]=[CH:14][CH:13]=[CH:12][CH:11]=1)[C:2]1[CH:7]=[CH:6][CH:5]=[CH:4][CH:3]=1.[CH3:22][C:23]1[CH:32]=[C:31]([NH:33][C:34](NC2C3C(=CC=CC=3)N=C(C)C=2)=[O:35])[C:30]2[C:25](=[CH:26][CH:27]=[CH:28][CH:29]=2)[N:24]=1, predict the reaction product. The product is: [CH2:9]([CH:8]([N:16]1[CH2:20][CH2:19][C@H:18]([NH:21][C:34]([NH:33][C:31]2[C:30]3[C:25](=[CH:26][CH:27]=[CH:28][CH:29]=3)[N:24]=[C:23]([CH3:22])[CH:32]=2)=[O:35])[CH2:17]1)[CH2:1][C:2]1[CH:7]=[CH:6][CH:5]=[CH:4][CH:3]=1)[C:10]1[CH:11]=[CH:12][CH:13]=[CH:14][CH:15]=1. (2) Given the reactants [O:1]=[C:2]([N:12]1[CH2:17][CH:16]=[C:15]([C:18]2[CH:23]=[CH:22][CH:21]=[C:20]([NH:24][C:25](=[O:36])[C:26]3[CH:31]=[CH:30][CH:29]=[C:28]([C:32]([F:35])([F:34])[F:33])[CH:27]=3)[CH:19]=2)[N:14]2[N:37]=[CH:38][CH:39]=[C:13]12)[CH2:3][NH:4]C(=O)OC(C)(C)C.Cl, predict the reaction product. The product is: [NH2:4][CH2:3][C:2]([N:12]1[CH2:17][CH:16]=[C:15]([C:18]2[CH:19]=[C:20]([NH:24][C:25](=[O:36])[C:26]3[CH:31]=[CH:30][CH:29]=[C:28]([C:32]([F:34])([F:35])[F:33])[CH:27]=3)[CH:21]=[CH:22][CH:23]=2)[N:14]2[N:37]=[CH:38][CH:39]=[C:13]12)=[O:1]. (3) Given the reactants O=[C:2]1[C:7]([C:8]([O:10][CH2:11][CH3:12])=[O:9])=[CH:6][N:5]=[CH:4][NH:3]1.CC1N=[C:18]([S:20]CCC)[C:17](C(OC)=O)=[CH:16]N=1, predict the reaction product. The product is: [CH2:18]([S:20][C:2]1[C:7]([C:8]([O:10][CH2:11][CH3:12])=[O:9])=[CH:6][N:5]=[CH:4][N:3]=1)[CH2:17][CH3:16]. (4) Given the reactants Br[C:2]1[CH:7]=[CH:6][CH:5]=[CH:4][C:3]=1[C:8]1[CH:13]=[CH:12][CH:11]=[CH:10][CH:9]=1.[Li]CCCC.[CH:19]1[C:31]2[C:30](=O)[C:29]3[C:24](=[CH:25][CH:26]=[CH:27][CH:28]=3)[C:23]=2[CH:22]=[CH:21][CH:20]=1.O, predict the reaction product. The product is: [CH:7]1[C:2]2[C:30]3([C:31]4[CH:19]=[CH:20][CH:21]=[CH:22][C:23]=4[C:24]4[C:29]3=[CH:28][CH:27]=[CH:26][CH:25]=4)[C:13]3[C:8](=[CH:9][CH:10]=[CH:11][CH:12]=3)[C:3]=2[CH:4]=[CH:5][CH:6]=1. (5) Given the reactants C[O:2][C:3]([C@@H:5]1[CH2:9][C@H:8]([OH:10])[CH2:7][N:6]1[S:11](=[O:24])(=[O:23])[NH:12][C:13]1[CH:18]=[CH:17][C:16]([C:19]#[N:20])=[C:15]([Cl:21])[C:14]=1[CH3:22])=[O:4].Cl, predict the reaction product. The product is: [Cl:21][C:15]1[C:14]([CH3:22])=[C:13]([NH:12][S:11]([N:6]2[CH2:7][C@@H:8]([OH:10])[CH2:9][C@H:5]2[C:3]([OH:4])=[O:2])(=[O:23])=[O:24])[CH:18]=[CH:17][C:16]=1[C:19]#[N:20]. (6) Given the reactants [NH:1]([C:3]([C:5]1[S:6][C:7]([C:19]2[C:28]3[C:23](=[CH:24][CH:25]=[CH:26][CH:27]=3)[C:22]([S:29]([NH:32][C@@H:33]([CH3:38])[C:34]([F:37])([F:36])[F:35])(=[O:31])=[O:30])=[CH:21][CH:20]=2)=[C:8]([C:10]([N:12]2[CH2:17][CH2:16][CH:15]([CH3:18])[CH2:14][CH2:13]2)=[O:11])[N:9]=1)=[O:4])[NH2:2].[OH:39][C:40]([CH3:45])([CH3:44])[C:41](O)=[O:42].CN(C(ON1N=NC2C=CC=NC1=2)=[N+](C)C)C.F[P-](F)(F)(F)(F)F.C(#N)C, predict the reaction product. The product is: [OH:39][C:40]([CH3:45])([CH3:44])[C:41]([NH:2][NH:1][C:3]([C:5]1[S:6][C:7]([C:19]2[C:28]3[C:23](=[CH:24][CH:25]=[CH:26][CH:27]=3)[C:22]([S:29]([NH:32][C@@H:33]([CH3:38])[C:34]([F:36])([F:35])[F:37])(=[O:31])=[O:30])=[CH:21][CH:20]=2)=[C:8]([C:10]([N:12]2[CH2:17][CH2:16][CH:15]([CH3:18])[CH2:14][CH2:13]2)=[O:11])[N:9]=1)=[O:4])=[O:42]. (7) The product is: [CH3:6][O:5][C:3]([C@H:2]1[C@H:7]([CH2:8][C:9]2[CH:14]=[CH:13][CH:12]=[CH:11][CH:10]=2)[O:15][C:18]([CH2:19][CH3:20])([CH2:17][CH3:16])[O:1]1)=[O:4]. Given the reactants [OH:1][C@H:2]([C@@H:7]([OH:15])[CH2:8][C:9]1[CH:14]=[CH:13][CH:12]=[CH:11][CH:10]=1)[C:3]([O:5][CH3:6])=[O:4].[CH3:16][CH2:17][C:18](=O)[CH2:19][CH3:20].OS(O)(=O)=O, predict the reaction product.